The task is: Predict the product of the given reaction.. This data is from Forward reaction prediction with 1.9M reactions from USPTO patents (1976-2016). (1) Given the reactants CC1C=CC(S(O[CH2:12][CH2:13][C@@H:14]([OH:21])[C:15]2[CH:20]=[CH:19][CH:18]=[CH:17][CH:16]=2)(=O)=O)=CC=1.[N:22]([C:25]1[C:34]2[C:29](=[CH:30][CH:31]=[CH:32][CH:33]=2)[CH:28]=[CH:27][CH:26]=1)=[C:23]=[O:24], predict the reaction product. The product is: [C:25]1([N:22]2[CH2:12][CH2:13][C@H:14]([C:15]3[CH:16]=[CH:17][CH:18]=[CH:19][CH:20]=3)[O:21][C:23]2=[O:24])[C:34]2[C:29](=[CH:30][CH:31]=[CH:32][CH:33]=2)[CH:28]=[CH:27][CH:26]=1. (2) The product is: [ClH:31].[ClH:31].[Cl:31][C:20]1[CH:21]=[C:22]2[C:17](=[CH:18][CH:19]=1)[N:16]=[C:15]([NH:14][CH:11]1[CH2:12][CH2:13][NH:8][CH2:9][CH2:10]1)[N:24]=[C:23]2[N:25]1[CH2:30][CH2:29][O:28][CH2:27][CH2:26]1. Given the reactants C(OC([N:8]1[CH2:13][CH2:12][CH:11]([NH:14][C:15]2[N:24]=[C:23]([N:25]3[CH2:30][CH2:29][O:28][CH2:27][CH2:26]3)[C:22]3[C:17](=[CH:18][CH:19]=[C:20]([Cl:31])[CH:21]=3)[N:16]=2)[CH2:10][CH2:9]1)=O)(C)(C)C, predict the reaction product. (3) Given the reactants [H-].[Li+].[Al+3].[H-].[H-].[H-].[N:7]([CH2:10][C:11]1[CH:16]=[CH:15][C:14]([C:17]([CH3:19])=[O:18])=[CH:13][CH:12]=1)=[N+]=[N-].S([O-])([O-])(=O)=O.[Na+].[Na+].[O:27]1CC[CH2:29][CH2:28]1, predict the reaction product. The product is: [OH:18][CH:17]([C:14]1[CH:15]=[CH:16][C:11]([CH2:10][NH:7][C:28](=[O:27])[CH3:29])=[CH:12][CH:13]=1)[CH3:19]. (4) Given the reactants CC([O-])(C)C.[K+].[CH3:7][N:8]1[C:16]2[C:11](=[N:12][CH:13]=[CH:14][CH:15]=2)[CH:10]=[CH:9]1.[SiH:17]([CH2:22][CH3:23])([CH2:20][CH3:21])[CH2:18][CH3:19], predict the reaction product. The product is: [CH3:7][N:8]1[C:16]2[C:11](=[N:12][CH:13]=[CH:14][CH:15]=2)[CH:10]=[C:9]1[Si:17]([CH2:22][CH3:23])([CH2:20][CH3:21])[CH2:18][CH3:19]. (5) Given the reactants [CH2:1]([O:4][C:5]1[CH:6]=[C:7]([CH:27]=[CH:28][CH:29]=1)[O:8][C:9]1[CH:26]=[CH:25][C:12]([CH2:13][NH:14][C:15]2[CH:20]=[CH:19][CH:18]=[C:17]([N+:21]([O-:23])=[O:22])[C:16]=2[CH3:24])=[CH:11][CH:10]=1)[CH:2]=[CH2:3].[CH2:30](Br)[C:31]1[CH:36]=[CH:35][CH:34]=[CH:33][CH:32]=1, predict the reaction product. The product is: [CH2:1]([O:4][C:5]1[CH:6]=[C:7]([CH:27]=[CH:28][CH:29]=1)[O:8][C:9]1[CH:10]=[CH:11][C:12]([CH2:13][N:14]([CH2:30][C:31]2[CH:36]=[CH:35][CH:34]=[CH:33][CH:32]=2)[C:15]2[CH:20]=[CH:19][CH:18]=[C:17]([N+:21]([O-:23])=[O:22])[C:16]=2[CH3:24])=[CH:25][CH:26]=1)[CH:2]=[CH2:3]. (6) Given the reactants [CH:1]1([CH2:4][O:5][C:6]2[CH:11]=[CH:10][C:9]([C:12]3[CH:13]=[C:14]([NH2:17])[NH:15][N:16]=3)=[CH:8][CH:7]=2)[CH2:3][CH2:2]1.[N:18]1([CH2:24][CH2:25][CH2:26][C:27](O)=[O:28])[CH2:23][CH2:22][CH2:21][CH2:20][CH2:19]1.C([O-])=O, predict the reaction product. The product is: [CH:1]1([CH2:4][O:5][C:6]2[CH:7]=[CH:8][C:9]([C:12]3[CH:13]=[C:14]([NH:17][C:27](=[O:28])[CH2:26][CH2:25][CH2:24][N:18]4[CH2:23][CH2:22][CH2:21][CH2:20][CH2:19]4)[NH:15][N:16]=3)=[CH:10][CH:11]=2)[CH2:2][CH2:3]1.